Dataset: Experimentally validated miRNA-target interactions with 360,000+ pairs, plus equal number of negative samples. Task: Binary Classification. Given a miRNA mature sequence and a target amino acid sequence, predict their likelihood of interaction. (1) The miRNA is mmu-miR-6955-3p with sequence ACACCUGUCUCCUUUGCCCACA. The protein sequence of the target gene is MLIQKNQCHITRTRENCDCTMNTVNEDLCLSASTLGSSSVTTQLVDPLDRKICLIRRQNDVKKRVIWGIEVAEKLHWKGWELGKETTRTLVLKNLSLKTQKMKYRPPKTKFFFTIIPQPIFLSPGITLTLPIVFRPLEAKEYTDQLWFEKEEGVFCVTLKATLPCYKLDCPSSLQLPMCALGDTVETWFCLNNVGDLPTFFTWEVPAPFQILPTTGLLEPGLGCKIKVTFEPLIAVIHEVEALCWYGKGNKQKNSINIQAAAKCAQLLVSIKHKGLEDQDQEGFQKVVHFGYVSVGSVAE.... Result: 1 (interaction). (2) The miRNA is mmu-miR-3093-5p with sequence CGCACCCCGCGGAGCUCACACU. The protein sequence of the target gene is MPNIVLFSGSSHQDLSQRVADRLGLELGKVVTKKFSNQETSVEIGESVRGEDVYIIQSGCGEINDNLMELLIMINACKIASSSRVTAVIPCFPYARQDKKDKSRAPISAKLVANMLSVAGADHIITMDLHASQIQGFFDIPVDNLYAEPAVLQWIRENIAEWKNCIIVSPDAGGAKRVTSIADRLNVEFALIHKERKKANEVDRMVLVGDVKDRVAILVDDMADTCGTICHAADKLLSAGATKVYAILTHGIFSGPAISRINNAAFEAVVVTNTIPQEDKMKHCTKIQVIDISMILAEAI.... Result: 0 (no interaction).